This data is from Reaction yield outcomes from USPTO patents with 853,638 reactions. The task is: Predict the reaction yield, written as a fraction of the theoretical maximum amount of product (1.0 means a 100% yield; for example, 0.34 means a 34% yield). (1) The reactants are [F:1][C:2]([F:45])([F:44])[C:3]1[CH:4]=[C:5]([C:13]([CH3:43])([CH3:42])[C:14]([N:16]([CH3:41])[C:17]2[C:18]([C:33]3[CH:38]=[CH:37][C:36]([F:39])=[CH:35][C:34]=3[CH3:40])=[CH:19][C:20]([C@@H:23]3[NH:27][C@:26]([CH3:32])([C:28](OC)=[O:29])[CH2:25][CH2:24]3)=[N:21][CH:22]=2)=[O:15])[CH:6]=[C:7]([C:9]([F:12])([F:11])[F:10])[CH:8]=1.CO.[NH3:48]. No catalyst specified. The product is [F:11][C:9]([F:12])([F:10])[C:7]1[CH:6]=[C:5]([C:13]([CH3:43])([CH3:42])[C:14]([N:16]([CH3:41])[C:17]2[C:18]([C:33]3[CH:38]=[CH:37][C:36]([F:39])=[CH:35][C:34]=3[CH3:40])=[CH:19][C:20]([C@@H:23]3[NH:27][C@:26]([CH3:32])([C:28]([NH2:48])=[O:29])[CH2:25][CH2:24]3)=[N:21][CH:22]=2)=[O:15])[CH:4]=[C:3]([C:2]([F:44])([F:45])[F:1])[CH:8]=1. The yield is 0.683. (2) The reactants are [C:1]([O:7][CH2:8][CH2:9][NH:10][C:11]([C@@H:13]([CH2:22][CH:23]=[CH2:24])[CH2:14][C:15]([O:17]C(C)(C)C)=O)=[O:12])(=[O:6])[CH2:2][CH2:3]C=C.O=C1[C@H](CC(OC(C)(C)C)=O)CC=CCCC(=O)OCCN1.FC(F)(F)C(O)=O.O=C1[C@H](CC(O)=O)CC=CCCC(=O)OCCN1.[Cl:72][C:73]1[CH:78]=[CH:77][C:76]([CH2:79][NH2:80])=[CH:75][CH:74]=1. The catalyst is C(Cl)Cl.CO.C(Cl)Cl. The product is [Cl:72][C:73]1[CH:78]=[CH:77][C:76]([CH2:79][NH:80][C:15](=[O:17])[CH2:14][C@@H:13]2[CH2:22][CH:23]=[CH:24][CH2:3][CH2:2][C:1](=[O:6])[O:7][CH2:8][CH2:9][NH:10][C:11]2=[O:12])=[CH:75][CH:74]=1. The yield is 0.580. (3) The reactants are [Cl:1][C:2]1[N:7]2[N:8]=[C:9]([C:15]3[CH:20]=[CH:19][CH:18]=[C:17]([CH3:21])[CH:16]=3)[C:10]([CH:11]([OH:14])[C:12]#[CH:13])=[C:6]2[CH:5]=[CH:4][CH:3]=1. The catalyst is C(Cl)(Cl)Cl.[O-2].[O-2].[Mn+4]. The product is [Cl:1][C:2]1[N:7]2[N:8]=[C:9]([C:15]3[CH:20]=[CH:19][CH:18]=[C:17]([CH3:21])[CH:16]=3)[C:10]([C:11](=[O:14])[C:12]#[CH:13])=[C:6]2[CH:5]=[CH:4][CH:3]=1. The yield is 0.410. (4) The reactants are [C:1](Cl)(=[O:3])[CH3:2].[N+:5]([C:8]1[CH:9]=[CH:10][C:11]2[CH2:17][CH2:16][CH2:15][CH2:14][NH:13][C:12]=2[CH:18]=1)([O-:7])=[O:6].C([O-])(O)=O.[Na+]. The catalyst is C(Cl)Cl. The product is [N+:5]([C:8]1[CH:9]=[CH:10][C:11]2[CH2:17][CH2:16][CH2:15][CH2:14][N:13]([C:1](=[O:3])[CH3:2])[C:12]=2[CH:18]=1)([O-:7])=[O:6]. The yield is 0.800. (5) The product is [F:18][CH:16]([F:17])[O:15][CH2:14][CH2:13][C@H:2]([NH:1][C:21]([O:20][CH3:19])=[O:22])[C:3]([O:5][CH2:6][C:7]1[CH:12]=[CH:11][CH:10]=[CH:9][CH:8]=1)=[O:4]. The yield is 0.400. The catalyst is ClCCl. The reactants are [NH2:1][C@@H:2]([CH2:13][CH2:14][O:15][CH:16]([F:18])[F:17])[C:3]([O:5][CH2:6][C:7]1[CH:12]=[CH:11][CH:10]=[CH:9][CH:8]=1)=[O:4].[CH3:19][O:20][C:21](Cl)=[O:22].